Task: Predict the product of the given reaction.. Dataset: Forward reaction prediction with 1.9M reactions from USPTO patents (1976-2016) (1) Given the reactants [OH:1][CH2:2][C@H:3]([NH:17][C:18](=[O:24])[O:19][C:20]([CH3:23])([CH3:22])[CH3:21])[C:4]1[CH:9]=[CH:8][C:7]([O:10][CH2:11][CH:12]([CH3:16])[CH2:13][CH2:14][CH3:15])=[CH:6][CH:5]=1.C(=O)(O)[O-].[Na+].CC(OI1(OC(C)=O)(OC(C)=O)OC(=O)C2C=CC=CC1=2)=O.OS([O-])=O.[Na+], predict the reaction product. The product is: [CH3:16][CH:12]([CH2:13][CH2:14][CH3:15])[CH2:11][O:10][C:7]1[CH:6]=[CH:5][C:4]([C@@H:3]([NH:17][C:18](=[O:24])[O:19][C:20]([CH3:22])([CH3:21])[CH3:23])[CH:2]=[O:1])=[CH:9][CH:8]=1. (2) Given the reactants [C:1]([O:5][C:6]([N:8]1[CH2:13][CH2:12][N:11]([C:14]2[N:22]([C:23]3[CH:28]=[CH:27][CH:26]=[CH:25][C:24]=3[CH:29]=[CH2:30])[C:21]3[C:20](=[O:31])[N:19]([CH2:32][O:33][C:34](=[O:39])[C:35]([CH3:38])([CH3:37])[CH3:36])[C:18](=[O:40])[N:17](COC(=O)C(C)(C)C)[C:16]=3[N:15]=2)[CH2:10][CH2:9]1)=[O:7])([CH3:4])([CH3:3])[CH3:2].[H-].[Na+], predict the reaction product. The product is: [C:1]([O:5][C:6]([N:8]1[CH2:13][CH2:12][N:11]([C:14]2[N:22]([C:23]3[CH:28]=[CH:27][CH:26]=[CH:25][C:24]=3[CH:29]=[CH2:30])[C:21]3[C:20](=[O:31])[N:19]([CH2:32][O:33][C:34](=[O:39])[C:35]([CH3:38])([CH3:37])[CH3:36])[C:18](=[O:40])[NH:17][C:16]=3[N:15]=2)[CH2:10][CH2:9]1)=[O:7])([CH3:3])([CH3:2])[CH3:4]. (3) Given the reactants [CH3:1][C:2]1[N:3]=[C:4]2[C:9]([O:10][CH2:11][C:12]3[C:17]([F:18])=[CH:16][CH:15]=[C:14]([F:19])[C:13]=3[F:20])=[CH:8][C:7]([CH3:21])=[CH:6][N:5]2[CH:22]=1.[Br:23]N1C(=O)CCC1=O, predict the reaction product. The product is: [Br:23][C:22]1[N:5]2[CH:6]=[C:7]([CH3:21])[CH:8]=[C:9]([O:10][CH2:11][C:12]3[C:17]([F:18])=[CH:16][CH:15]=[C:14]([F:19])[C:13]=3[F:20])[C:4]2=[N:3][C:2]=1[CH3:1]. (4) Given the reactants Cl[C:2]1[N:7]=[C:6]([NH:8][C:9]2[CH:10]=[N:11][C:12]3[C:17]([CH:18]=2)=[CH:16][CH:15]=[CH:14][CH:13]=3)[CH:5]=[CH:4][N:3]=1.[CH3:19][O:20][C:21]1[CH:22]=[C:23]([CH:25]=[C:26]([O:28][CH3:29])[CH:27]=1)[NH2:24].N(CC)(CC)CC.FC(C(O)=O)(F)F, predict the reaction product. The product is: [N:11]1[C:12]2[C:17](=[CH:16][CH:15]=[CH:14][CH:13]=2)[CH:18]=[C:9]([NH:8][C:6]2[CH:5]=[CH:4][N:3]=[C:2]([NH:24][C:23]3[CH:25]=[C:26]([O:28][CH3:29])[CH:27]=[C:21]([O:20][CH3:19])[CH:22]=3)[N:7]=2)[CH:10]=1. (5) Given the reactants [Cl:1][C:2]1[CH:7]=[C:6]([N:8]=[C:9]=[O:10])[CH:5]=[C:4]([Cl:11])[N:3]=1.[NH2:12][CH2:13][CH2:14][CH2:15][NH:16][C:17]1[CH:22]=[C:21]([C:23]2[CH:28]=[CH:27][CH:26]=[C:25]([CH3:29])[C:24]=2[CH3:30])[N:20]=[C:19]([NH2:31])[N:18]=1, predict the reaction product. The product is: [NH2:31][C:19]1[N:18]=[C:17]([NH:16][CH2:15][CH2:14][CH2:13][NH:12][C:9](=[O:10])[NH:8][C:6]2[CH:5]=[C:4]([Cl:11])[N:3]=[C:2]([Cl:1])[CH:7]=2)[CH:22]=[C:21]([C:23]2[CH:28]=[CH:27][CH:26]=[C:25]([CH3:29])[C:24]=2[CH3:30])[N:20]=1. (6) The product is: [Cl:25][C:5]1[C:6]([CH:8]([S:17][C:18]2[CH:23]=[CH:22][C:21]([Cl:24])=[CH:20][CH:19]=2)[C:9]2[CH:14]=[C:13]([F:15])[CH:12]=[CH:11][C:10]=2[F:16])=[CH:7][C:2]([NH:26][CH:27]2[CH2:28][CH2:29][N:30]([C:33]([O:35][C:36]([CH3:39])([CH3:38])[CH3:37])=[O:34])[CH2:31][CH2:32]2)=[N:3][CH:4]=1. Given the reactants Cl[C:2]1[CH:7]=[C:6]([CH:8]([S:17][C:18]2[CH:23]=[CH:22][C:21]([Cl:24])=[CH:20][CH:19]=2)[C:9]2[CH:14]=[C:13]([F:15])[CH:12]=[CH:11][C:10]=2[F:16])[C:5]([Cl:25])=[CH:4][N:3]=1.[NH2:26][CH:27]1[CH2:32][CH2:31][N:30]([C:33]([O:35][C:36]([CH3:39])([CH3:38])[CH3:37])=[O:34])[CH2:29][CH2:28]1, predict the reaction product. (7) The product is: [Cl:1][C:2]1[C:3]([NH:12][NH2:13])=[N:4][C:5]([F:9])=[C:6]([F:8])[CH:7]=1. Given the reactants [Cl:1][C:2]1[C:3](F)=[N:4][C:5]([F:9])=[C:6]([F:8])[CH:7]=1.O.[NH2:12][NH2:13].C(O)CC, predict the reaction product. (8) Given the reactants [CH3:1][C:2]([CH3:45])([CH3:44])[CH:3]([NH:16][C:17]1[C:22]([F:23])=[CH:21][N:20]=[C:19]([C:24]2[C:32]3[C:27](=[N:28][CH:29]=[C:30]([F:33])[CH:31]=3)[N:26]([S:34]([C:37]3[CH:43]=[CH:42][C:40]([CH3:41])=[CH:39][CH:38]=3)(=[O:36])=[O:35])[CH:25]=2)[N:18]=1)[CH2:4][CH2:5][Se]C1C=CC=CC=1[N+]([O-])=O.C1C=C(Cl)C=C(C(OO)=O)C=1, predict the reaction product. The product is: [CH3:1][C:2]([CH3:45])([CH3:44])[CH:3]([NH:16][C:17]1[C:22]([F:23])=[CH:21][N:20]=[C:19]([C:24]2[C:32]3[C:27](=[N:28][CH:29]=[C:30]([F:33])[CH:31]=3)[N:26]([S:34]([C:37]3[CH:38]=[CH:39][C:40]([CH3:41])=[CH:42][CH:43]=3)(=[O:36])=[O:35])[CH:25]=2)[N:18]=1)[CH:4]=[CH2:5]. (9) Given the reactants [NH2:1][C:2]1[CH:7]=[N:6][C:5]([Br:8])=[CH:4][N:3]=1.Br[CH2:10][C:11]([C:13]1[CH:18]=[CH:17][C:16]([Cl:19])=[CH:15][C:14]=1[Cl:20])=O.[OH-].[Na+], predict the reaction product. The product is: [Br:8][C:5]1[N:6]=[CH:7][C:2]2[N:3]([CH:10]=[C:11]([C:13]3[CH:18]=[CH:17][C:16]([Cl:19])=[CH:15][C:14]=3[Cl:20])[N:1]=2)[CH:4]=1.